From a dataset of Forward reaction prediction with 1.9M reactions from USPTO patents (1976-2016). Predict the product of the given reaction. Given the reactants C([Li])CCC.C(NC(C)C)(C)C.[Br:13][C:14]1[CH:19]=[CH:18][CH:17]=[CH:16][N:15]=1.[Cl:20][C:21]1[CH:28]=[CH:27][CH:26]=[CH:25][C:22]=1[CH:23]=[O:24].C(N(CC)C(C)C)(C)C.Cl, predict the reaction product. The product is: [Br:13][C:14]1[C:19]([C:23]([C:22]2[CH:25]=[CH:26][CH:27]=[CH:28][C:21]=2[Cl:20])=[O:24])=[CH:18][CH:17]=[CH:16][N:15]=1.